This data is from Forward reaction prediction with 1.9M reactions from USPTO patents (1976-2016). The task is: Predict the product of the given reaction. (1) Given the reactants [C:1]1([C:7]2[O:8][C:9]([CH3:21])=[C:10]([CH2:12][O:13][C@@H:14]3[CH2:19][CH2:18][CH2:17][C@H:16]([OH:20])[CH2:15]3)[N:11]=2)[CH:6]=[CH:5][CH:4]=[CH:3][CH:2]=1.C[O-].[Na+].C(O)(=O)C, predict the reaction product. The product is: [C:1]1([C:7]2[O:8][C:9]([CH3:21])=[C:10]([CH2:12][O:13][C@H:14]3[CH2:19][CH2:18][CH2:17][C@@H:16]([OH:20])[CH2:15]3)[N:11]=2)[CH:2]=[CH:3][CH:4]=[CH:5][CH:6]=1. (2) Given the reactants [C:1]1([C@@H:7]([NH:9][C:10]([C@@H:12]2[C:14]3([CH2:19][CH2:18][NH:17][CH2:16][CH2:15]3)[CH2:13]2)=O)[CH3:8])[CH:6]=[CH:5][CH:4]=[CH:3][CH:2]=1.B.[C:21](O[C:21]([O:23][C:24]([CH3:27])([CH3:26])[CH3:25])=[O:22])([O:23][C:24]([CH3:27])([CH3:26])[CH3:25])=[O:22], predict the reaction product. The product is: [C:1]1([C@@H:7]([NH:9][CH2:10][C@@H:12]2[C:14]3([CH2:19][CH2:18][N:17]([C:21]([O:23][C:24]([CH3:27])([CH3:26])[CH3:25])=[O:22])[CH2:16][CH2:15]3)[CH2:13]2)[CH3:8])[CH:6]=[CH:5][CH:4]=[CH:3][CH:2]=1.